From a dataset of Reaction yield outcomes from USPTO patents with 853,638 reactions. Predict the reaction yield, written as a fraction of the theoretical maximum amount of product (1.0 means a 100% yield; for example, 0.34 means a 34% yield). (1) The reactants are Cl[C:2]1[C:11]2[C:6](=[CH:7][C:8]([O:14][CH2:15][CH3:16])=[CH:9][C:10]=2[O:12][CH3:13])[N:5]=[CH:4][N:3]=1.[NH2:17][C:18]1[CH:22]=[C:21]([CH2:23][C:24]([NH:26][C:27]2[CH:32]=[CH:31][CH:30]=[C:29]([F:33])[C:28]=2[F:34])=[O:25])[NH:20][N:19]=1. The catalyst is C(O)(C)C.C(OCC)C. The product is [F:34][C:28]1[C:29]([F:33])=[CH:30][CH:31]=[CH:32][C:27]=1[NH:26][C:24](=[O:25])[CH2:23][C:21]1[NH:20][N:19]=[C:18]([NH:17][C:2]2[C:11]3[C:6](=[CH:7][C:8]([O:14][CH2:15][CH3:16])=[CH:9][C:10]=3[O:12][CH3:13])[N:5]=[CH:4][N:3]=2)[CH:22]=1. The yield is 0.910. (2) The reactants are [NH:1]([C:3](=[O:13])[CH2:4][NH:5][C:6](=[O:12])[O:7][C:8]([CH3:11])([CH3:10])[CH3:9])[NH2:2].CCN(C(C)C)C(C)C.[F:23][C:24]([F:35])([F:34])[C:25](O[C:25](=[O:26])[C:24]([F:35])([F:34])[F:23])=[O:26]. The catalyst is C(#N)C. The product is [O:13]=[C:3]([NH:1][NH:2][C:25](=[O:26])[C:24]([F:35])([F:34])[F:23])[CH2:4][NH:5][C:6](=[O:12])[O:7][C:8]([CH3:9])([CH3:10])[CH3:11]. The yield is 0.540.